This data is from Catalyst prediction with 721,799 reactions and 888 catalyst types from USPTO. The task is: Predict which catalyst facilitates the given reaction. (1) Reactant: [Cl:1][C:2]1[CH:7]=[CH:6][C:5]([C:8]([CH:29]2[CH2:31][CH2:30]2)=[C:9]([F:28])[CH:10]=[C:11]([C:14]2[CH:19]=[CH:18][C:17]([F:20])=[C:16]([O:21][C:22]3[CH:27]=[CH:26][CH:25]=[CH:24][CH:23]=3)[CH:15]=2)[C:12]#[N:13])=[CH:4][CH:3]=1.[Mg]. Product: [Cl:1][C:2]1[CH:7]=[CH:6][C:5]([CH:8]([CH:29]2[CH2:31][CH2:30]2)[C:9]([F:28])=[CH:10][CH:11]([C:14]2[CH:19]=[CH:18][C:17]([F:20])=[C:16]([O:21][C:22]3[CH:23]=[CH:24][CH:25]=[CH:26][CH:27]=3)[CH:15]=2)[C:12]#[N:13])=[CH:4][CH:3]=1. The catalyst class is: 92. (2) Reactant: Cl.C1(C(=[N:15][C:16]2[CH:17]=[C:18]([C:22]3[N:23]=[CH:24][N:25]([CH3:37])[C:26]=3[C:27]3[S:36][C:30]4[N:31]=[CH:32][N:33]=[C:34]([NH2:35])[C:29]=4[CH:28]=3)[CH:19]=[CH:20][CH:21]=2)C2C=CC=CC=2)C=CC=CC=1. Product: [NH2:15][C:16]1[CH:17]=[C:18]([C:22]2[N:23]=[CH:24][N:25]([CH3:37])[C:26]=2[C:27]2[S:36][C:30]3[N:31]=[CH:32][N:33]=[C:34]([NH2:35])[C:29]=3[CH:28]=2)[CH:19]=[CH:20][CH:21]=1. The catalyst class is: 1. (3) The catalyst class is: 12. Product: [ClH:40].[CH3:1][O:2][CH2:3][CH2:4][N:5]([CH2:22][C:23]1[CH:24]=[CH:25][C:26]([S:29][C:30]([CH3:39])([CH3:38])[C:31]([OH:33])=[O:32])=[CH:27][CH:28]=1)[C:6]1[CH:11]=[CH:10][N:9]=[C:8]([C:12]2[CH:17]=[CH:16][CH:15]=[C:14]([C:18]([F:20])([F:19])[F:21])[CH:13]=2)[N:7]=1. Reactant: [CH3:1][O:2][CH2:3][CH2:4][N:5]([CH2:22][C:23]1[CH:28]=[CH:27][C:26]([S:29][C:30]([CH3:39])([CH3:38])[C:31]([O:33]C(C)(C)C)=[O:32])=[CH:25][CH:24]=1)[C:6]1[CH:11]=[CH:10][N:9]=[C:8]([C:12]2[CH:17]=[CH:16][CH:15]=[C:14]([C:18]([F:21])([F:20])[F:19])[CH:13]=2)[N:7]=1.[ClH:40]. (4) Reactant: [C:1]([C:9]1[C:18]2[C:13](=[CH:14][C:15]([O:19][CH3:20])=[CH:16][CH:17]=2)[CH:12]=[C:11](CC(O)=O)[CH:10]=1)(=[O:8])[C:2]1[CH:7]=[CH:6][CH:5]=[CH:4][CH:3]=1.[CH2:25]([NH:27][C:28]1[S:29][CH:30]=[CH:31][N:32]=1)[CH3:26].F[P-](F)(F)(F)(F)F.N1([O:49][P+](N(C)C)(N(C)C)N(C)C)C2C=CC=CC=2N=N1.CCN([CH:66]([CH3:68])C)C(C)C. Product: [C:1]([C:9]1[C:18]2[C:13](=[CH:14][C:15]([O:19][CH3:20])=[CH:16][CH:17]=2)[CH:12]=[C:11]([CH2:26][C:25]([N:27]([CH2:66][CH3:68])[C:28]2[S:29][CH:30]=[CH:31][N:32]=2)=[O:49])[CH:10]=1)(=[O:8])[C:2]1[CH:7]=[CH:6][CH:5]=[CH:4][CH:3]=1. The catalyst class is: 23. (5) Reactant: [Br:1][C:2]1[CH:7]=[CH:6][C:5]([OH:8])=[CH:4][CH:3]=1.[CH:9]1(Br)[CH2:13][CH2:12][CH2:11][CH2:10]1.[OH-].[Na+].CN(C=O)C. Product: [Br:1][C:2]1[CH:7]=[CH:6][C:5]([O:8][CH:9]2[CH2:13][CH2:12][CH2:11][CH2:10]2)=[CH:4][CH:3]=1. The catalyst class is: 6. (6) Reactant: [CH2:1]([C@@:5]1([CH2:28][CH3:29])[NH:11][C@H:10]([C:12]2[CH:17]=[CH:16][CH:15]=[CH:14][CH:13]=2)[C:9]2[CH:18]=[C:19]([O:24][CH3:25])[C:20]([CH:22]=O)=[CH:21][C:8]=2[S:7](=[O:27])(=[O:26])[CH2:6]1)[CH2:2][CH2:3][CH3:4].[NH2:30][CH2:31][CH2:32][P:33](=[O:40])([O:37][CH2:38][CH3:39])[O:34][CH2:35][CH3:36].O.Cl. Product: [CH2:1]([C@@:5]1([CH2:28][CH3:29])[NH:11][C@H:10]([C:12]2[CH:17]=[CH:16][CH:15]=[CH:14][CH:13]=2)[C:9]2[CH:18]=[C:19]([O:24][CH3:25])[C:20]([CH2:22][NH:30][CH2:31][CH2:32][P:33](=[O:40])([O:34][CH2:35][CH3:36])[O:37][CH2:38][CH3:39])=[CH:21][C:8]=2[S:7](=[O:26])(=[O:27])[CH2:6]1)[CH2:2][CH2:3][CH3:4]. The catalyst class is: 26.